Dataset: Full USPTO retrosynthesis dataset with 1.9M reactions from patents (1976-2016). Task: Predict the reactants needed to synthesize the given product. (1) Given the product [CH3:1][C:2]1([CH3:21])[O:6][C@H:5]([CH2:7][O:8][C:9]2[C:10]([CH3:20])=[CH:11][C:12]([C:13]([NH:15][OH:16])=[NH:14])=[CH:17][C:18]=2[CH2:19][CH3:22])[CH2:4][O:3]1, predict the reactants needed to synthesize it. The reactants are: [CH3:1][C:2]1([CH3:21])[O:6][CH:5]([CH2:7][O:8][C:9]2[C:18]([CH3:19])=[CH:17][C:12]([C:13]([NH:15][OH:16])=[NH:14])=[CH:11][C:10]=2[CH3:20])[CH2:4][O:3]1.[CH2:22](C1C=C(C=C(C)C=1O)C#N)C. (2) The reactants are: Cl[CH2:2][C:3]1[N:4]=[N:5][C:6]([C:9]2[CH:14]=[CH:13][C:12]([S:15]([CH3:18])(=[O:17])=[O:16])=[CH:11][CH:10]=2)=[CH:7][CH:8]=1.[C:19]([O:23][C:24]([N:26]1[CH2:31][CH2:30][CH:29]([NH2:32])[CH2:28][CH2:27]1)=[O:25])([CH3:22])([CH3:21])[CH3:20].C(N(CC)C(C)C)(C)C. Given the product [CH3:18][S:15]([C:12]1[CH:13]=[CH:14][C:9]([C:6]2[N:5]=[N:4][C:3]([CH2:2][NH:32][CH:29]3[CH2:28][CH2:27][N:26]([C:24]([O:23][C:19]([CH3:22])([CH3:21])[CH3:20])=[O:25])[CH2:31][CH2:30]3)=[CH:8][CH:7]=2)=[CH:10][CH:11]=1)(=[O:17])=[O:16], predict the reactants needed to synthesize it. (3) Given the product [Cl:13][C:8]1[CH:7]=[CH:6][N:5]=[C:4]2[CH:3]=[CH:2][S:1][C:9]=12, predict the reactants needed to synthesize it. The reactants are: [S:1]1[C:9]2[C:4](=[N:5][CH:6]=[CH:7][C:8]=2O)[CH:3]=[CH:2]1.S(Cl)([Cl:13])=O.CN(C=O)C. (4) Given the product [Cl:8][C:6]1[N:5]=[C:4]([S:9][CH2:10][C:11]2[CH:16]=[CH:15][CH:14]=[C:13]([F:17])[C:12]=2[F:18])[N:3]=[C:2]([O:21][CH2:20][CH2:19][OH:22])[CH:7]=1, predict the reactants needed to synthesize it. The reactants are: Cl[C:2]1[CH:7]=[C:6]([Cl:8])[N:5]=[C:4]([S:9][CH2:10][C:11]2[CH:16]=[CH:15][CH:14]=[C:13]([F:17])[C:12]=2[F:18])[N:3]=1.[CH2:19]([OH:22])[CH2:20][OH:21].[H-].[Na+].